From a dataset of Reaction yield outcomes from USPTO patents with 853,638 reactions. Predict the reaction yield, written as a fraction of the theoretical maximum amount of product (1.0 means a 100% yield; for example, 0.34 means a 34% yield). (1) The reactants are B(F)(F)F.CCOCC.[N:10]([CH2:13][C@H:14]1[O:23][CH:18]([O:19][C:20](=O)[CH3:21])[C@H:17]([O:24][C:25](=[O:27])[CH3:26])[C@@H:16]([O:28][C:29](=[O:31])[CH3:30])[C@H:15]1[O:32][C:33](=[O:35])[CH3:34])=[N+:11]=[N-:12].[CH:36]1[C:41]([N+:42]([O-:44])=[O:43])=[CH:40][CH:39]=C(O)C=1.CCOCC. The catalyst is C(Cl)Cl. The product is [C:25]([O:24][C@@H:17]1[C@@H:16]([O:28][C:29](=[O:31])[CH3:30])[C@@H:15]([O:32][C:33](=[O:35])[CH3:34])[C@@H:14]([CH2:13][N:10]=[N+:11]=[N-:12])[O:23][C@@H:18]1[O:19][C:20]1[CH:39]=[CH:40][C:41]([N+:42]([O-:44])=[O:43])=[CH:36][CH:21]=1)(=[O:27])[CH3:26]. The yield is 0.140. (2) The reactants are [NH:1](C(OC(C)(C)C)=O)[C@H:2]([C:8]([O:10]C(C)(C)C)=[O:9])[CH2:3][CH2:4][C:5](=[O:7])O.C1C=C2N=NN(O)C2=CC=1.O.C(N=C=NC(C)C)(C)C.[CH:42]1[C:47]([S:48]([OH:51])(=[O:50])=[O:49])=[C:46]([OH:52])[C:45]([NH2:53])=[CH:44][C:43]=1[Cl:54]. The catalyst is CN(C=O)C.C(N(CC)CC)C. The product is [Cl:54][C:43]1[CH:42]=[C:47]([S:48]([OH:51])(=[O:49])=[O:50])[C:46]([OH:52])=[C:45]([NH:53][C:5](=[O:7])[CH2:4][CH2:3][C@@H:2]([C:8]([OH:10])=[O:9])[NH2:1])[CH:44]=1. The yield is 0.144. (3) The catalyst is C(OCC)(=O)C. The reactants are [Cl:1][C:2]1[C:3]([O:12][C:13]2[CH:18]=[C:17]([O:19][CH2:20][CH2:21][O:22][CH3:23])[CH:16]=[CH:15][C:14]=2[CH2:24][CH2:25][CH2:26][NH2:27])=[N:4][CH:5]=[C:6]([C:8]([F:11])([F:10])[F:9])[CH:7]=1.N1C=CC=CC=1.[C:34]1([CH2:40][CH2:41][CH2:42][S:43](Cl)(=[O:45])=[O:44])[CH:39]=[CH:38][CH:37]=[CH:36][CH:35]=1.Cl. The yield is 0.260. The product is [Cl:1][C:2]1[C:3]([O:12][C:13]2[CH:18]=[C:17]([O:19][CH2:20][CH2:21][O:22][CH3:23])[CH:16]=[CH:15][C:14]=2[CH2:24][CH2:25][CH2:26][NH:27][S:43]([CH2:42][CH2:41][CH2:40][C:34]2[CH:39]=[CH:38][CH:37]=[CH:36][CH:35]=2)(=[O:45])=[O:44])=[N:4][CH:5]=[C:6]([C:8]([F:9])([F:11])[F:10])[CH:7]=1. (4) The reactants are [Br:1][C:2]1[CH:10]=[CH:9][C:5]([C:6]([OH:8])=[O:7])=[C:4]([CH3:11])[CH:3]=1.[CH3:12]O. The catalyst is OS(O)(=O)=O. The product is [Br:1][C:2]1[CH:10]=[CH:9][C:5]([C:6]([O:8][CH3:12])=[O:7])=[C:4]([CH3:11])[CH:3]=1. The yield is 0.980. (5) The reactants are [N:1]1[NH:2][N:3]=[N:4][C:5]=1[C:6]1[CH:13]=[CH:12][C:9]([CH:10]=O)=[CH:8][CH:7]=1.[C:14]1([CH2:20][C:21]([C:23]2[CH:24]=[N:25][CH:26]=[CH:27][CH:28]=2)=O)[CH:19]=[CH:18][CH:17]=[CH:16][CH:15]=1.[NH2:29][C:30]([NH2:32])=[O:31].Cl. The catalyst is CCO. The product is [N:1]1[NH:2][N:3]=[N:4][C:5]=1[C:6]1[CH:13]=[CH:12][C:9]([CH:10]2[C:20]([C:14]3[CH:19]=[CH:18][CH:17]=[CH:16][CH:15]=3)=[C:21]([C:23]3[CH:24]=[N:25][CH:26]=[CH:27][CH:28]=3)[NH:32][C:30](=[O:31])[NH:29]2)=[CH:8][CH:7]=1. The yield is 0.250. (6) The reactants are Cl.[N:2]1([C:8]2[CH:13]=[CH:12][C:11](/[CH:14]=[CH:15]/[C:16]3[C:24]4[C:19](=[CH:20][CH:21]=[CH:22][CH:23]=4)[NH:18][N:17]=3)=[CH:10][CH:9]=2)[CH2:7][CH2:6][NH:5][CH2:4][CH2:3]1.[C:25](O)(=[O:27])[CH3:26].O.ON1C2C=CC=CC=2N=N1.Cl.C(N=C=NCCCN(C)C)C.CN1CCOCC1.C(=O)([O-])O.[Na+]. The catalyst is C1COCC1. The product is [C:25]([N:5]1[CH2:6][CH2:7][N:2]([C:8]2[CH:13]=[CH:12][C:11](/[CH:14]=[CH:15]/[C:16]3[C:24]4[C:19](=[CH:20][CH:21]=[CH:22][CH:23]=4)[NH:18][N:17]=3)=[CH:10][CH:9]=2)[CH2:3][CH2:4]1)(=[O:27])[CH3:26]. The yield is 0.300.